This data is from Forward reaction prediction with 1.9M reactions from USPTO patents (1976-2016). The task is: Predict the product of the given reaction. (1) Given the reactants [Cl:1][C:2]1[C:7]2=[CH:8][O:9][N:10]=[C:6]2[C:5]([C:11]2[CH:16]=[CH:15][CH:14]=[C:13]([F:17])[CH:12]=2)=[C:4]([CH:18](O)[CH3:19])[CH:3]=1.C(N(CC)CC)C.CS(Cl)(=O)=O.[N-:33]=[N+:34]=[N-:35].[Na+], predict the reaction product. The product is: [N:33]([CH:18]([C:4]1[CH:3]=[C:2]([Cl:1])[C:7]2=[CH:8][O:9][N:10]=[C:6]2[C:5]=1[C:11]1[CH:16]=[CH:15][CH:14]=[C:13]([F:17])[CH:12]=1)[CH3:19])=[N+:34]=[N-:35]. (2) Given the reactants [CH3:1][C:2]1[CH:7]=[C:6]([O:8][C:9]2[CH:14]=[CH:13][CH:12]=[CH:11][CH:10]=2)[CH:5]=[C:4]([CH3:15])[C:3]=1[C:16](=[O:18])[CH3:17].[Br-:19].[Br-].[Br-].C([N+](CCCC)(CCCC)CCCC)CCC.C([N+](CCCC)(CCCC)CCCC)CCC.C([N+](CCCC)(CCCC)CCCC)CCC, predict the reaction product. The product is: [Br:19][CH2:17][C:16]([C:3]1[C:4]([CH3:15])=[CH:5][C:6]([O:8][C:9]2[CH:14]=[CH:13][CH:12]=[CH:11][CH:10]=2)=[CH:7][C:2]=1[CH3:1])=[O:18]. (3) Given the reactants [C:1]([C:3]1[CH:8]=[CH:7][C:6]([C:9]2[N:14]=[C:13]([NH:15][CH3:16])[N:12]=[C:11]([N:17]3[C@H:22]([CH3:23])[CH2:21][CH2:20][C@H:19]([C:24]([NH:26][CH:27]4[CH2:32][CH2:31][CH2:30][CH2:29][CH2:28]4)=[O:25])[CH2:18]3)[CH:10]=2)=[CH:5][C:4]=1F)#[N:2].O.[NH2:35][NH2:36], predict the reaction product. The product is: [NH2:2][C:1]1[C:3]2[C:4](=[CH:5][C:6]([C:9]3[N:14]=[C:13]([NH:15][CH3:16])[N:12]=[C:11]([N:17]4[C@H:22]([CH3:23])[CH2:21][CH2:20][C@H:19]([C:24]([NH:26][CH:27]5[CH2:32][CH2:31][CH2:30][CH2:29][CH2:28]5)=[O:25])[CH2:18]4)[CH:10]=3)=[CH:7][CH:8]=2)[NH:36][N:35]=1. (4) Given the reactants Br[C:2]1[C:10]2[C:5](=[CH:6][CH:7]=[CH:8][C:9]=2[N+:11]([O-:13])=[O:12])[N:4]([CH2:14][C:15]2[N:16]=[C:17]([CH3:20])[O:18][CH:19]=2)[N:3]=1.[CH:21]1(B(O)O)[CH2:23][CH2:22]1.C(=O)([O-])[O-].[K+].[K+].C1(P(C2CCCCC2)C2C=CC=CC=2C2C(OC)=CC=C(S([O-])(=O)=O)C=2OC)CCCCC1.[Na+], predict the reaction product. The product is: [CH:21]1([C:2]2[C:10]3[C:5](=[CH:6][CH:7]=[CH:8][C:9]=3[N+:11]([O-:13])=[O:12])[N:4]([CH2:14][C:15]3[N:16]=[C:17]([CH3:20])[O:18][CH:19]=3)[N:3]=2)[CH2:23][CH2:22]1. (5) Given the reactants [CH3:1][C:2]([CH3:15])([CH2:7][O:8][CH:9]1[CH2:14][CH2:13][NH:12][CH2:11][CH2:10]1)[C:3]([O:5][CH3:6])=[O:4].F[C:17]1[CH:22]=[CH:21][C:20]([CH:23]=[O:24])=[CH:19][N:18]=1.C(=O)(O)[O-].[Na+].O, predict the reaction product. The product is: [CH:23]([C:20]1[CH:21]=[CH:22][C:17]([N:12]2[CH2:13][CH2:14][CH:9]([O:8][CH2:7][C:2]([CH3:15])([CH3:1])[C:3]([O:5][CH3:6])=[O:4])[CH2:10][CH2:11]2)=[N:18][CH:19]=1)=[O:24].